This data is from Forward reaction prediction with 1.9M reactions from USPTO patents (1976-2016). The task is: Predict the product of the given reaction. (1) Given the reactants [CH3:1][Si:2]([O:5]S(C(F)(F)F)(=O)=O)([CH3:4])[CH3:3].[CH3:13][O:14][C:15](=O)[CH2:16][C:17]1[CH:22]=[CH:21][CH:20]=[CH:19][C:18]=1[CH2:23][Cl:24], predict the reaction product. The product is: [Cl:24][CH2:23][C:18]1[CH:19]=[CH:20][CH:21]=[CH:22][C:17]=1[CH:16]=[C:15]([O:14][CH3:13])[O:5][Si:2]([CH3:4])([CH3:3])[CH3:1]. (2) The product is: [Br:34][C:7]1[CH:8]=[C:9]([C:10]([F:11])([F:13])[F:12])[N:5]2[CH2:4][CH2:3][N:2]([CH3:1])[C:14]3([CH2:19][CH2:18][N:17]([C:20]([O:22][C:23]([CH3:26])([CH3:25])[CH3:24])=[O:21])[CH2:16][CH2:15]3)[C:6]=12. Given the reactants [CH3:1][N:2]1[C:14]2([CH2:19][CH2:18][N:17]([C:20]([O:22][C:23]([CH3:26])([CH3:25])[CH3:24])=[O:21])[CH2:16][CH2:15]2)[C:6]2=[CH:7][CH:8]=[C:9]([C:10]([F:13])([F:12])[F:11])[N:5]2[CH2:4][CH2:3]1.C1C(=O)N([Br:34])C(=O)C1, predict the reaction product. (3) Given the reactants [CH2:1]([N:8]1[C:16]2[C:11](=[N:12][C:13]([Cl:28])=[N:14][C:15]=2[NH:17][C@H:18]([CH2:21][C:22]2[CH:27]=[CH:26][CH:25]=[CH:24][CH:23]=2)[CH2:19]O)[N:10]=[C:9]1[CH:29]1[CH2:33][CH2:32][CH2:31][CH2:30]1)[C:2]1[CH:7]=[CH:6][CH:5]=[CH:4][CH:3]=1.S(Cl)(Cl)=O, predict the reaction product. The product is: [CH2:1]([N:8]1[C:16]2[C:15]3=[N:17][C@H:18]([CH2:21][C:22]4[CH:27]=[CH:26][CH:25]=[CH:24][CH:23]=4)[CH2:19][N:14]3[C:13]([Cl:28])=[N:12][C:11]=2[N:10]=[C:9]1[CH:29]1[CH2:33][CH2:32][CH2:31][CH2:30]1)[C:2]1[CH:7]=[CH:6][CH:5]=[CH:4][CH:3]=1.